From a dataset of Catalyst prediction with 721,799 reactions and 888 catalyst types from USPTO. Predict which catalyst facilitates the given reaction. (1) Reactant: [NH2:1][C:2]1[CH:3]=[N:4][C:5]2[C:10]([C:11]=1[Cl:12])=[CH:9][CH:8]=[CH:7][CH:6]=2.C(N(CC)CC)C.[C:20](Cl)(=[O:22])[CH3:21].C(=O)(O)[O-].[Na+]. Product: [Cl:12][C:11]1[C:10]2[C:5](=[CH:6][CH:7]=[CH:8][CH:9]=2)[N:4]=[CH:3][C:2]=1[NH:1][C:20](=[O:22])[CH3:21]. The catalyst class is: 4. (2) Reactant: CS(O[CH:6]([C:8]1[CH:21]=[C:20]2[C:11]([O:12][CH2:13][CH2:14][N:15]3[C:19]2=[N:18][C:17]([C:22]2[N:26]([CH:27]([CH3:29])[CH3:28])[N:25]=[CH:24][N:23]=2)=[CH:16]3)=[CH:10][CH:9]=1)[CH3:7])(=O)=O.[NH:30]1[CH2:35][CH2:34][CH:33]([C:36]([OH:39])([CH3:38])[CH3:37])[CH2:32][CH2:31]1. Product: [CH:27]([N:26]1[C:22]([C:17]2[N:18]=[C:19]3[C:20]4[CH:21]=[C:8]([CH:6]([N:30]5[CH2:35][CH2:34][CH:33]([C:36]([OH:39])([CH3:38])[CH3:37])[CH2:32][CH2:31]5)[CH3:7])[CH:9]=[CH:10][C:11]=4[O:12][CH2:13][CH2:14][N:15]3[CH:16]=2)=[N:23][CH:24]=[N:25]1)([CH3:29])[CH3:28]. The catalyst class is: 12.